The task is: Predict the product of the given reaction.. This data is from Forward reaction prediction with 1.9M reactions from USPTO patents (1976-2016). Given the reactants [CH3:1][NH:2][C:3]1[N:8]=[CH:7][C:6]([CH:9]=O)=[CH:5][CH:4]=1.[CH3:11][C@H:12]1[CH2:17][NH:16][CH2:15][CH2:14][N:13]1[C:18]([O:20][C:21]([CH3:24])([CH3:23])[CH3:22])=[O:19], predict the reaction product. The product is: [CH3:11][C@H:12]1[CH2:17][N:16]([CH2:9][C:6]2[CH:7]=[N:8][C:3]([NH:2][CH3:1])=[CH:4][CH:5]=2)[CH2:15][CH2:14][N:13]1[C:18]([O:20][C:21]([CH3:22])([CH3:24])[CH3:23])=[O:19].